From a dataset of Full USPTO retrosynthesis dataset with 1.9M reactions from patents (1976-2016). Predict the reactants needed to synthesize the given product. (1) Given the product [N:17]1([CH:15]([C:11]2[CH:12]=[C:13]3[C:8](=[CH:9][CH:10]=2)[NH:7][C:6]([C:4]([OH:5])=[O:3])=[CH:14]3)[CH3:16])[CH2:21][CH2:20][CH2:19][CH2:18]1, predict the reactants needed to synthesize it. The reactants are: C([O:3][C:4]([C:6]1[NH:7][C:8]2[C:13]([CH:14]=1)=[CH:12][C:11]([CH:15]([N:17]1[CH2:21][CH2:20][CH2:19][CH2:18]1)[CH3:16])=[CH:10][CH:9]=2)=[O:5])C.[OH-].[Na+].Cl. (2) Given the product [C:1]([N:23]1[CH2:22][CH2:21][N:20]([C:17]2[CH:16]=[CH:15][C:14]([Cl:13])=[CH:19][CH:18]=2)[CH2:25][CH2:24]1)(=[O:12])/[CH:2]=[CH:3]/[CH2:4][CH2:5][CH2:6][CH2:7][CH2:8][CH2:9][CH3:10], predict the reactants needed to synthesize it. The reactants are: [C:1]([OH:12])(=O)/[CH:2]=[CH:3]/[CH2:4][CH2:5][CH2:6][CH2:7][CH2:8][CH2:9][CH3:10].[Cl:13][C:14]1[CH:19]=[CH:18][C:17]([N:20]2[CH2:25][CH2:24][NH:23][CH2:22][CH2:21]2)=[CH:16][CH:15]=1. (3) Given the product [CH:13]1([NH:16][C:2]2[C:7]([C:8]#[N:9])=[CH:6][CH:5]=[CH:4][N:3]=2)[CH2:15][CH2:14]1, predict the reactants needed to synthesize it. The reactants are: Cl[C:2]1[C:7]([C:8]#[N:9])=[CH:6][CH:5]=[CH:4][N:3]=1.C(O)C.[CH:13]1([NH2:16])[CH2:15][CH2:14]1. (4) Given the product [N+:26]([C:23]1[N:24]=[CH:25][C:20]([O:1][C:2]2[CH:3]=[CH:4][C:5]([C:6]([NH:8][NH:9][C:10]([O:12][C:13]([CH3:15])([CH3:14])[CH3:16])=[O:11])=[O:7])=[CH:17][CH:18]=2)=[CH:21][CH:22]=1)([O-:28])=[O:27], predict the reactants needed to synthesize it. The reactants are: [OH:1][C:2]1[CH:18]=[CH:17][C:5]([C:6]([NH:8][NH:9][C:10]([O:12][C:13]([CH3:16])([CH3:15])[CH3:14])=[O:11])=[O:7])=[CH:4][CH:3]=1.Br[C:20]1[CH:21]=[CH:22][C:23]([N+:26]([O-:28])=[O:27])=[N:24][CH:25]=1.C(=O)([O-])[O-].[Cs+].[Cs+]. (5) Given the product [F:34][C:28]1[CH:29]=[C:30]([I:33])[CH:31]=[CH:32][C:27]=1[N:19]([C:12]1[N:13]([CH3:18])[C:14](=[O:17])[CH:15]=[CH:16][C:11]=1[NH:10][S:7]([C:4]1([CH2:1][CH:2]=[O:43])[CH2:5][CH2:6]1)(=[O:9])=[O:8])[C:20](=[O:26])[O:21][C:22]([CH3:24])([CH3:23])[CH3:25], predict the reactants needed to synthesize it. The reactants are: [CH2:1]([C:4]1([S:7]([NH:10][C:11]2[CH:16]=[CH:15][C:14](=[O:17])[N:13]([CH3:18])[C:12]=2[N:19]([C:27]2[CH:32]=[CH:31][C:30]([I:33])=[CH:29][C:28]=2[F:34])[C:20](=[O:26])[O:21][C:22]([CH3:25])([CH3:24])[CH3:23])(=[O:9])=[O:8])[CH2:6][CH2:5]1)[CH:2]=C.CC1C=CC=C(C)N=1.[O:43]1CCOCC1. (6) Given the product [F:10][C:8]1[CH:9]=[C:2]2[C:3]([C:4]([NH2:5])=[N:14][NH:15]2)=[C:6]([O:13][CH3:16])[CH:7]=1, predict the reactants needed to synthesize it. The reactants are: F[C:2]1[CH:9]=[C:8]([F:10])[CH:7]=[C:6](OC)[C:3]=1[C:4]#[N:5].[OH2:13].[NH2:14][NH2:15].[CH3:16]C(O)=O.CCOC(C)=O. (7) Given the product [CH3:50][O:57][C:41]([CH:42]1[CH2:47][N:44]([CH2:45][C:23]2[CH:22]=[CH:21][C:20]([C:5]3[CH:4]=[C:3]4[C:8](=[CH:7][CH:6]=3)[O:9][C:10]3=[N:11][C:12]5[CH:13]=[CH:14][CH:15]=[CH:16][C:17]=5[CH:18]=[C:19]3[C:2]4=[O:1])=[CH:27][CH:26]=2)[CH2:43]1)=[O:63], predict the reactants needed to synthesize it. The reactants are: [O:1]=[C:2]1[C:19]2[C:10](=[N:11][C:12]3[CH:13]=[CH:14][CH:15]=[CH:16][C:17]=3[CH:18]=2)[O:9][C:8]2[C:3]1=[CH:4][C:5]([C:20]1[CH:27]=[CH:26][C:23](C=O)=[CH:22][CH:21]=1)=[CH:6][CH:7]=2.CN1CCC(=C2[C:43]3[N:44]=[CH:45]C=[CH:47][C:42]=3[CH2:41]CC3C=CC=CC2=3)CC1.[CH:50](=[O:57])C1C=CC=CC=1.Cl.N(CC(O)=[O:63])C. (8) Given the product [CH2:19]([N:12]1[C:13]2[C:14](=[N:15][CH:16]=[CH:17][CH:18]=2)[N:10]([C:6]2[CH:5]=[C:4]3[C:9](=[CH:8][CH:7]=2)[N:1]([C:23]2[S:24][CH:25]=[CH:26][N:27]=2)[CH:2]=[CH:3]3)[C:11]1=[O:21])[CH3:20], predict the reactants needed to synthesize it. The reactants are: [NH:1]1[C:9]2[C:4](=[CH:5][C:6]([N:10]3[C:14]4=[N:15][CH:16]=[CH:17][CH:18]=[C:13]4[N:12]([CH2:19][CH3:20])[C:11]3=[O:21])=[CH:7][CH:8]=2)[CH2:3][CH2:2]1.Cl[C:23]1[S:24][CH:25]=[CH:26][N:27]=1.C([O-])([O-])=O.[Cs+].[Cs+].C([O-])(O)=O.[Na+]. (9) Given the product [Cl:19][C:15]1[CH:14]=[N:13][C:12]2[S:1][CH2:2][C:3](=[O:5])[NH:18][C:17]=2[CH:16]=1, predict the reactants needed to synthesize it. The reactants are: [SH:1][CH2:2][C:3]([O:5]CC)=O.O.[OH-].[Na+].Cl[C:12]1[C:17]([NH2:18])=[CH:16][C:15]([Cl:19])=[CH:14][N:13]=1.